This data is from Forward reaction prediction with 1.9M reactions from USPTO patents (1976-2016). The task is: Predict the product of the given reaction. (1) Given the reactants [N+]([C:4]1[CH:9]=[CH:8][C:7]([S:10][C:11]2[CH:12]=[CH:13][C:14]3[CH2:18][O:17][B:16]([OH:19])[C:15]=3[CH:20]=2)=[CH:6][CH:5]=1)([O-])=O.[CH3:21][O:22]C1C=C(S)C=CC=1, predict the reaction product. The product is: [CH3:21][O:22][C:5]1[CH:6]=[C:7]([S:10][C:11]2[CH:12]=[CH:13][C:14]3[CH2:18][O:17][B:16]([OH:19])[C:15]=3[CH:20]=2)[CH:8]=[CH:9][CH:4]=1. (2) Given the reactants CS(C)=O.Cl[C:6]1[N:7]([CH2:29][CH:30]2[CH2:32][CH2:31]2)[C:8]2[C:13]([N:14]=1)=[C:12]([N:15]1[CH2:20][CH2:19][O:18][CH2:17][CH2:16]1)[N:11]=[C:10]([C:21]1[CH:22]=[N:23][C:24]([NH:27][CH3:28])=[N:25][CH:26]=1)[N:9]=2.[S:33]([N:37]1[CH2:42][CH2:41][NH:40][CH2:39][CH2:38]1)([CH3:36])(=[O:35])=[O:34], predict the reaction product. The product is: [CH:30]1([CH2:29][N:7]2[C:6]([N:40]3[CH2:41][CH2:42][N:37]([S:33]([CH3:36])(=[O:35])=[O:34])[CH2:38][CH2:39]3)=[N:14][C:13]3[C:8]2=[N:9][C:10]([C:21]2[CH:22]=[N:23][C:24]([NH:27][CH3:28])=[N:25][CH:26]=2)=[N:11][C:12]=3[N:15]2[CH2:20][CH2:19][O:18][CH2:17][CH2:16]2)[CH2:32][CH2:31]1. (3) Given the reactants [NH2:1][CH2:2][CH2:3][N:4]1[C:12]2[C:7](=[CH:8][C:9]([C:13]([O:15][CH2:16][CH3:17])=[O:14])=[CH:10][CH:11]=2)[CH:6]=[N:5]1.Cl.Cl[C:20]1[CH:25]=[CH:24][CH:23]=[CH:22][N+:21]=1[O-:26].C(=O)(O)[O-].[Na+], predict the reaction product. The product is: [OH:26][N:21]1[CH:20]=[CH:25][CH:24]=[CH:23][CH:22]1[NH:1][CH2:2][CH2:3][N:4]1[C:12]2[C:7](=[CH:8][C:9]([C:13]([O:15][CH2:16][CH3:17])=[O:14])=[CH:10][CH:11]=2)[CH:6]=[N:5]1. (4) Given the reactants Br[C:2]1[CH:7]=[CH:6][C:5]2[O:8][CH2:9][O:10][C:4]=2[CH:3]=1.[CH2:11]([NH:17]C1C=CC=CC=1)[C:12]1[O:16][CH:15]=[CH:14][CH:13]=1, predict the reaction product. The product is: [CH2:9]1[O:8][C:5]2[CH:6]=[CH:7][C:2]([NH:17][CH2:11][C:12]3[O:16][CH:15]=[CH:14][CH:13]=3)=[CH:3][C:4]=2[O:10]1. (5) Given the reactants [Si]([O:8][CH2:9][CH:10]1[O:14][C:13]2=[N:15][C:16]([N+:18]([O-:20])=[O:19])=[CH:17][N:12]2[CH2:11]1)(C(C)(C)C)(C)C.Cl.N, predict the reaction product. The product is: [N+:18]([C:16]1[N:15]=[C:13]2[N:12]([CH:17]=1)[CH2:11][CH:10]([CH2:9][OH:8])[O:14]2)([O-:20])=[O:19]. (6) Given the reactants I[C:2]1[CH:11]=[CH:10][C:5]2[N:6]=[C:7]([CH3:9])[S:8][C:4]=2[CH:3]=1.C([Mg]Cl)(C)C.[CH3:17][S:18][C:19](SC)=[C:20]1[C:25](=[O:26])[O:24][C:23]([CH3:28])([CH3:27])[O:22][C:21]1=[O:29], predict the reaction product. The product is: [CH3:27][C:23]1([CH3:28])[O:24][C:25](=[O:26])[C:20](=[C:19]([C:2]2[CH:11]=[CH:10][C:5]3[N:6]=[C:7]([CH3:9])[S:8][C:4]=3[CH:3]=2)[S:18][CH3:17])[C:21](=[O:29])[O:22]1.